This data is from Forward reaction prediction with 1.9M reactions from USPTO patents (1976-2016). The task is: Predict the product of the given reaction. (1) Given the reactants [N:1]1([C:7]2[N:8]=[C:9]([CH2:14][C:15]([O-:17])=O)[NH:10][C:11](=[O:13])[CH:12]=2)[CH2:6][CH2:5][O:4][CH2:3][CH2:2]1.[Na+].[NH2:19][C:20]1[CH:28]=[CH:27][CH:26]=[C:25]2[C:21]=1[CH:22]=[CH:23][N:24]2[C:29]([O:31][C:32]([CH3:35])([CH3:34])[CH3:33])=[O:30], predict the reaction product. The product is: [N:1]1([C:7]2[N:8]=[C:9]([CH2:14][C:15]([NH:19][C:20]3[CH:28]=[CH:27][CH:26]=[C:25]4[C:21]=3[CH:22]=[CH:23][N:24]4[C:29]([O:31][C:32]([CH3:35])([CH3:34])[CH3:33])=[O:30])=[O:17])[NH:10][C:11](=[O:13])[CH:12]=2)[CH2:2][CH2:3][O:4][CH2:5][CH2:6]1. (2) Given the reactants [Cl:1][C:2]1[CH:3]=[C:4]([CH:9]2[C:18]3[C:13](=[CH:14][C:15](B4OC(C)(C)C(C)(C)O4)=[C:16]([F:19])[CH:17]=3)[CH2:12][N:11](C)[CH2:10]2)[CH:5]=[CH:6][C:7]=1[Cl:8].Br[C:31]1[CH:36]=[CH:35][CH:34]=[C:33]([S:37]([CH3:40])(=[O:39])=[O:38])[CH:32]=1.C(=O)([O-])[O-].[Cs+].[Cs+].CN(C)C1C2C(=CC=CC=2N(C)C)C=CC=1.ClC(OC(Cl)C)=O, predict the reaction product. The product is: [Cl:1][C:2]1[CH:3]=[C:4]([CH:9]2[C:18]3[C:13](=[CH:14][C:15]([C:31]4[CH:36]=[CH:35][CH:34]=[C:33]([S:37]([CH3:40])(=[O:39])=[O:38])[CH:32]=4)=[C:16]([F:19])[CH:17]=3)[CH2:12][NH:11][CH2:10]2)[CH:5]=[CH:6][C:7]=1[Cl:8]. (3) Given the reactants CC(C)([O-])C.[K+].[CH:7]([C:10]1[C:18]2[C:13](=[CH:14][CH:15]=[CH:16][CH:17]=2)[NH:12][CH:11]=1)([CH3:9])[CH3:8].CO[C:21](=O)[C:22]1C=C[CH:25]=[CH:24][C:23]=1[S:28](Cl)(=[O:30])=[O:29].[CH2:33]([O:35][C:36]([CH3:38])=[O:37])C.O, predict the reaction product. The product is: [CH3:33][O:35][C:36](=[O:37])[C:38]1[CH:25]=[CH:24][C:23]([S:28]([N:12]2[C:13]3[C:18](=[CH:17][CH:16]=[CH:15][CH:14]=3)[C:10]([CH:7]([CH3:9])[CH3:8])=[CH:11]2)(=[O:30])=[O:29])=[CH:22][CH:21]=1.